This data is from Reaction yield outcomes from USPTO patents with 853,638 reactions. The task is: Predict the reaction yield, written as a fraction of the theoretical maximum amount of product (1.0 means a 100% yield; for example, 0.34 means a 34% yield). The reactants are [NH:1]1[C:9]2[C:4](=[CH:5][CH:6]=[CH:7][CH:8]=2)[C:3]2([CH2:13][CH2:12][CH2:11][CH2:10]2)[C:2]1=[O:14].C([O-])(=O)C.[Na+].[Br:20]Br.C(=O)([O-])O.[Na+]. The catalyst is C(O)(=O)C. The product is [Br:20][CH:13]1[C:3]2([C:4]3[C:9](=[CH:8][CH:7]=[CH:6][CH:5]=3)[NH:1][C:2]2=[O:14])[CH2:10][CH2:11][CH2:12]1. The yield is 0.960.